Dataset: Reaction yield outcomes from USPTO patents with 853,638 reactions. Task: Predict the reaction yield, written as a fraction of the theoretical maximum amount of product (1.0 means a 100% yield; for example, 0.34 means a 34% yield). (1) The reactants are [NH:1]1[C:9]2[C:4](=[CH:5][CH:6]=[CH:7][CH:8]=2)[C:3](C=O)=[CH:2]1.[NH:12]1[CH2:16][CH2:15][CH2:14][CH2:13]1.[C:17]1(C)C=CC=CC=1. No catalyst specified. The product is [N:12]1([CH:3]2[C:4]3[C:9](=[CH:8][CH:7]=[CH:6][CH:5]=3)[NH:1][C:2]2=[CH2:17])[CH2:16][CH2:15][CH2:14][CH2:13]1. The yield is 0.870. (2) The reactants are Br[C:2]1[C:7]([F:8])=[CH:6][C:5]([N:9]2[CH:14]=[C:13]([O:15][CH3:16])[C:12](=[O:17])[C:11]([C:18]3[N:22]([C:23]4[CH:28]=[CH:27][CH:26]=[CH:25][CH:24]=4)[N:21]=[CH:20][CH:19]=3)=[N:10]2)=[C:4]([F:29])[CH:3]=1.[NH:30]1[CH2:34][CH2:33][CH2:32][C:31]1=[O:35].CNCCNC.[O-]P([O-])([O-])=O.[K+].[K+].[K+]. The catalyst is O1CCOCC1.[Cu]I. The product is [F:29][C:4]1[CH:3]=[C:2]([N:30]2[CH2:34][CH2:33][CH2:32][C:31]2=[O:35])[C:7]([F:8])=[CH:6][C:5]=1[N:9]1[CH:14]=[C:13]([O:15][CH3:16])[C:12](=[O:17])[C:11]([C:18]2[N:22]([C:23]3[CH:28]=[CH:27][CH:26]=[CH:25][CH:24]=3)[N:21]=[CH:20][CH:19]=2)=[N:10]1. The yield is 0.0600. (3) The reactants are C1(S([O:10][C:11]2[CH:22]=[CH:21][C:14]3[S:15][CH:16]=[C:17]([C:18]([OH:20])=[O:19])[C:13]=3[CH:12]=2)(=O)=O)C=CC=CC=1.Cl. The catalyst is [OH-].[Na+]. The product is [OH:10][C:11]1[CH:22]=[CH:21][C:14]2[S:15][CH:16]=[C:17]([C:18]([OH:20])=[O:19])[C:13]=2[CH:12]=1. The yield is 0.966. (4) The reactants are C(OC([N:8]1[CH2:12][CH:11]([O:13][C:14](=[O:19])[C:15]([CH3:18])([CH3:17])[CH3:16])[CH2:10][N:9]1[C:20]([O:22][CH2:23][C:24]1[CH:29]=[CH:28][CH:27]=[CH:26][CH:25]=1)=[O:21])=O)(C)(C)C.S(Cl)(Cl)=O.Cl. The catalyst is CO. The product is [CH2:23]([O:22][C:20]([N:9]1[CH2:10][CH:11]([O:13][C:14](=[O:19])[C:15]([CH3:17])([CH3:16])[CH3:18])[CH2:12][NH:8]1)=[O:21])[C:24]1[CH:29]=[CH:28][CH:27]=[CH:26][CH:25]=1. The yield is 0.980. (5) The reactants are CO[C:3](=[O:15])[CH:4]([NH:6][C:7]([C:9]1[CH:10]=[N:11][CH:12]=[CH:13][CH:14]=1)=[O:8])[CH3:5].[CH3:16][NH2:17]. The catalyst is C(O)C. The product is [CH3:16][NH:17][C:3]([CH:4]([NH:6][C:7](=[O:8])[C:9]1[CH:14]=[CH:13][CH:12]=[N:11][CH:10]=1)[CH3:5])=[O:15]. The yield is 0.500. (6) The reactants are [CH3:1][O:2][C:3]1[CH:4]=[C:5]([C:9]2[CH:17]=[CH:16][CH:15]=[C:14]3[C:10]=2[CH2:11][C:12](=[O:18])[NH:13]3)[CH:6]=[CH:7][CH:8]=1.[CH2:19]([N:21]([CH2:35][CH3:36])[CH2:22][CH2:23][NH:24][C:25]([C:27]1[C:31]([CH3:32])=[C:30]([CH:33]=O)[NH:29][CH:28]=1)=[O:26])[CH3:20]. The catalyst is C(O)C.N1CCCCC1. The product is [CH2:35]([N:21]([CH2:19][CH3:20])[CH2:22][CH2:23][NH:24][C:25]([C:27]1[C:31]([CH3:32])=[C:30]([CH:33]=[C:11]2[C:10]3[C:14](=[CH:15][CH:16]=[CH:17][C:9]=3[C:5]3[CH:6]=[CH:7][CH:8]=[C:3]([O:2][CH3:1])[CH:4]=3)[NH:13][C:12]2=[O:18])[NH:29][CH:28]=1)=[O:26])[CH3:36]. The yield is 0.570. (7) The reactants are [Cl:1][C:2]1[CH:3]=[CH:4][C:5]([NH:8][C:9](=[O:33])[C:10]2[CH:15]=[CH:14][C:13]([CH2:16][OH:17])=[CH:12][C:11]=2[NH:18][CH2:19][CH:20]2[CH2:25][CH2:24][N:23](C(OC(C)(C)C)=O)[CH2:22][CH2:21]2)=[N:6][CH:7]=1.[B-][N+](C)(C)C. No catalyst specified. The product is [Cl:1][C:2]1[CH:3]=[CH:4][C:5]([NH:8][C:9](=[O:33])[C:10]2[CH:15]=[CH:14][C:13]([CH2:16][OH:17])=[CH:12][C:11]=2[NH:18][CH2:19][CH:20]2[CH2:25][CH2:24][NH:23][CH2:22][CH2:21]2)=[N:6][CH:7]=1. The yield is 0.790.